Task: Regression. Given a peptide amino acid sequence and an MHC pseudo amino acid sequence, predict their binding affinity value. This is MHC class I binding data.. Dataset: Peptide-MHC class I binding affinity with 185,985 pairs from IEDB/IMGT The peptide sequence is FLPSDYFPSV. The MHC is Patr-A0301 with pseudo-sequence Patr-A0301. The binding affinity (normalized) is 0.